This data is from Reaction yield outcomes from USPTO patents with 853,638 reactions. The task is: Predict the reaction yield, written as a fraction of the theoretical maximum amount of product (1.0 means a 100% yield; for example, 0.34 means a 34% yield). (1) The reactants are [C:1]([O:9][C@H:10]1[C@H:14]([NH:15][C:16](=[O:23])[C:17]2[CH:22]=[CH:21][N:20]=[CH:19][CH:18]=2)[CH2:13][C@H:12]([CH2:24][OH:25])[C@H:11]1[O:26][C:27](=[O:34])[C:28]1[CH:33]=[CH:32][CH:31]=[CH:30][CH:29]=1)(=[O:8])[C:2]1[CH:7]=[CH:6][CH:5]=[CH:4][CH:3]=1.C1CCN2C(=NCCC2)CC1.Cl[S:47]([NH2:50])(=[O:49])=[O:48]. The catalyst is C(#N)C. The product is [C:1]([O:9][C@H:10]1[C@H:14]([NH:15][C:16](=[O:23])[C:17]2[CH:22]=[CH:21][N:20]=[CH:19][CH:18]=2)[CH2:13][C@H:12]([CH2:24][O:25][S:47]([NH2:50])(=[O:49])=[O:48])[C@H:11]1[O:26][C:27](=[O:34])[C:28]1[CH:29]=[CH:30][CH:31]=[CH:32][CH:33]=1)(=[O:8])[C:2]1[CH:7]=[CH:6][CH:5]=[CH:4][CH:3]=1. The yield is 0.270. (2) The reactants are [CH2:1]([O:8][C:9]1[C:18]([CH:19]=[O:20])=[CH:17][CH:16]=[CH:15][C:10]=1[C:11](OC)=[O:12])[C:2]1[CH:7]=[CH:6][CH:5]=[CH:4][CH:3]=1.[OH-].[Na+].Cl.[Cl:24][C:25]1[CH:26]=[N+:27]([O-:50])[CH:28]=[C:29]([Cl:49])[C:30]=1[CH2:31][C@@H:32]([C:34]1[CH:39]=[CH:38][C:37]([O:40][CH:41]([F:43])[F:42])=[C:36]([O:44][CH2:45][CH:46]2[CH2:48][CH2:47]2)[CH:35]=1)[OH:33].Cl.CN(C)CCCN=C=NCC. The catalyst is C1COCC1.CO.CN(C)C1C=CN=CC=1.C(Cl)Cl. The product is [CH:46]1([CH2:45][O:44][C:36]2[CH:35]=[C:34]([C@@H:32]([O:33][C:19](=[O:20])[C:18]3[CH:17]=[CH:16][CH:15]=[C:10]([CH:11]=[O:12])[C:9]=3[O:8][CH2:1][C:2]3[CH:3]=[CH:4][CH:5]=[CH:6][CH:7]=3)[CH2:31][C:30]3[C:29]([Cl:49])=[CH:28][N+:27]([O-:50])=[CH:26][C:25]=3[Cl:24])[CH:39]=[CH:38][C:37]=2[O:40][CH:41]([F:43])[F:42])[CH2:48][CH2:47]1. The yield is 0.540. (3) The catalyst is CN(C)C1C=CN=CC=1.C(Cl)Cl.O. The product is [C:3]([O:9][C:8]1[CH:7]=[CH:6][C:5]([CH:10]=[CH:11][C:12](=[O:13])[CH2:14][C:15](=[O:16])[CH:17]=[CH:18][C:19]2[CH:20]=[CH:21][C:22]([O:23][C:28](=[O:49])[CH:29]=[CH:30][CH:31]=[CH:32][CH:33]=[CH:34][CH:35]=[CH:36][CH:37]=[CH:38][CH2:39][CH2:40][CH2:41][CH2:42][CH2:43][CH2:44][CH2:45][CH2:46][CH3:47])=[C:24]([O:25][CH3:26])[CH:27]=2)=[CH:4][C:3]=1[O:2][CH3:1])(=[O:2])[CH:4]=[CH:5][CH:10]=[CH:11][CH:12]=[CH:14][CH:15]=[CH:17][CH:18]=[CH:19][CH2:20][CH2:21][CH2:22][CH2:60][CH2:61][CH2:62][CH2:63][CH2:64][CH3:59]. The yield is 0.490. The reactants are [CH3:1][O:2][C:3]1[C:8]([OH:9])=[CH:7][CH:6]=[C:5](/[CH:10]=[CH:11]/[C:12]([CH2:14][C:15](/[CH:17]=[CH:18]/[C:19]2[CH:27]=[C:24]([O:25][CH3:26])[C:22]([OH:23])=[CH:21][CH:20]=2)=[O:16])=[O:13])[CH:4]=1.[C:28]([OH:49])(=O)/[CH:29]=[CH:30]\[CH:31]=[CH:32][CH:33]=[CH:34][CH:35]=[CH:36][CH:37]=[CH:38][CH2:39][CH2:40][CH2:41][CH2:42][CH2:43][CH2:44][CH2:45][CH2:46][CH3:47].[CH:59]1(N=C=N[CH:59]2[CH2:64][CH2:63][CH2:62][CH2:61][CH2:60]2)[CH2:64][CH2:63][CH2:62][CH2:61][CH2:60]1.